Dataset: Forward reaction prediction with 1.9M reactions from USPTO patents (1976-2016). Task: Predict the product of the given reaction. Given the reactants [CH2:1]([Al:5]([CH2:10][CH:11]([CH3:13])[CH3:12])[CH2:6][CH:7]([CH3:9])[CH3:8])[CH:2]([CH3:4])[CH3:3], predict the reaction product. The product is: [CH2:10]([Al:5]([CH2:1][CH:2]([CH3:4])[CH3:3])[CH2:6][CH:7]([CH3:9])[CH3:8])[CH:11]([CH3:13])[CH3:12].[CH2:1]=[CH:2][CH3:3].